Predict which catalyst facilitates the given reaction. From a dataset of Catalyst prediction with 721,799 reactions and 888 catalyst types from USPTO. (1) Reactant: [CH3:1][C:2]1[CH:7]=[CH:6][C:5]([S:8]([NH:11][C:12](=[O:35])[O:13][CH2:14][CH2:15][C:16]2[CH:21]=[CH:20][C:19]([NH:22][C:23]3[CH:28]=[C:27]([Cl:29])[C:26]([C:30]([F:33])([F:32])[F:31])=[CH:25][C:24]=3[NH2:34])=[CH:18][CH:17]=2)(=[O:10])=[O:9])=[CH:4][CH:3]=1.[CH3:36][N:37]1[C:41]([CH3:42])=[CH:40][C:39]([C:43](O)=[O:44])=[N:38]1.C(N(CC)C(C)C)(C)C.C1C=CC2N(O)N=NC=2C=1.CN(C(ON1N=NC2C=CC=CC1=2)=[N+](C)C)C.F[P-](F)(F)(F)(F)F. Product: [CH3:1][C:2]1[CH:3]=[CH:4][C:5]([S:8]([NH:11][C:12](=[O:35])[O:13][CH2:14][CH2:15][C:16]2[CH:17]=[CH:18][C:19]([NH:22][C:23]3[CH:28]=[C:27]([Cl:29])[C:26]([C:30]([F:33])([F:31])[F:32])=[CH:25][C:24]=3[NH:34][C:43]([C:39]3[CH:40]=[C:41]([CH3:42])[N:37]([CH3:36])[N:38]=3)=[O:44])=[CH:20][CH:21]=2)(=[O:9])=[O:10])=[CH:6][CH:7]=1. The catalyst class is: 139. (2) Reactant: Br[C:2]1[N:6]([C:7]2[CH:12]=[CH:11][CH:10]=[CH:9][CH:8]=2)[N:5]=[C:4]([CH3:13])[CH:3]=1.[CH:14]([S:17]([N:20]1[C:24]2[CH:25]=[C:26](B(O)O)[CH:27]=[CH:28][C:23]=2[N:22]=[C:21]1[NH2:32])(=[O:19])=[O:18])([CH3:16])[CH3:15].C(=O)([O-])[O-].[Na+].[Na+]. Product: [CH:14]([S:17]([N:20]1[C:24]2[CH:25]=[C:26]([C:2]3[N:6]([C:7]4[CH:12]=[CH:11][CH:10]=[CH:9][CH:8]=4)[N:5]=[C:4]([CH3:13])[CH:3]=3)[CH:27]=[CH:28][C:23]=2[N:22]=[C:21]1[NH2:32])(=[O:18])=[O:19])([CH3:16])[CH3:15]. The catalyst class is: 149. (3) Reactant: [O:1]1[CH:5]=[CH:4][C:3]([C:6]([NH:8][C:9]2[CH:10]=[CH:11][C:12]([CH3:24])=[C:13]([C:15]3[CH:20]=[CH:19][C:18]([C:21]([OH:23])=O)=[CH:17][CH:16]=3)[CH:14]=2)=[O:7])=[CH:2]1.[NH2:25][CH2:26][CH2:27][NH:28][S:29]([CH3:32])(=[O:31])=[O:30].CN(C(ON1N=NC2C=CC=NC1=2)=[N+](C)C)C.F[P-](F)(F)(F)(F)F.C1C=CC2N(O)N=NC=2C=1.CCN(C(C)C)C(C)C. Product: [CH3:24][C:12]1[C:13]([C:15]2[CH:16]=[CH:17][C:18]([C:21]([NH:25][CH2:26][CH2:27][NH:28][S:29]([CH3:32])(=[O:31])=[O:30])=[O:23])=[CH:19][CH:20]=2)=[CH:14][C:9]([NH:8][C:6]([C:3]2[CH:4]=[CH:5][O:1][CH:2]=2)=[O:7])=[CH:10][CH:11]=1. The catalyst class is: 39.